Dataset: Forward reaction prediction with 1.9M reactions from USPTO patents (1976-2016). Task: Predict the product of the given reaction. (1) Given the reactants Cl[C:2]1[O:3][C:4]([C:8]2[CH:13]=[CH:12][C:11]([O:14][CH3:15])=[CH:10][CH:9]=2)=[C:5]([CH3:7])[N:6]=1.[C:16](#[N:18])[CH3:17], predict the reaction product. The product is: [CH3:15][O:14][C:11]1[CH:12]=[CH:13][C:8]([C:4]2[O:3][C:2]([NH:18][C:16]3[CH:13]=[CH:12][CH:11]=[C:10]4[C:17]=3[CH2:5][CH:4]([OH:3])[CH2:8][CH2:9]4)=[N:6][C:5]=2[CH3:7])=[CH:9][CH:10]=1. (2) Given the reactants [Cl:1][C:2]1[CH:3]=[CH:4][C:5]([F:25])=[C:6]([C:8]2[CH:13]=[CH:12][C:11]([CH2:14][C@H:15]3[NH:19][C:18](=[O:20])[C@:17]([CH3:24])([C:21]([OH:23])=[O:22])[CH2:16]3)=[CH:10][CH:9]=2)[CH:7]=1.C[N:27](C(ON1N=NC2C=CC=NC1=2)=[N+](C)C)C.F[P-](F)(F)(F)(F)F.N.O1CCOCC1.CCN(C(C)C)C(C)C, predict the reaction product. The product is: [NH2:19][C@H:15]([CH2:14][C:11]1[CH:10]=[CH:9][C:8]([C:6]2[CH:7]=[C:2]([Cl:1])[CH:3]=[CH:4][C:5]=2[F:25])=[CH:13][CH:12]=1)[CH2:16][C@:17]([C:18](=[O:20])[NH2:27])([CH3:24])[C:21]([OH:23])=[O:22]. (3) Given the reactants F[C:2]1[N:7]=[C:6]([O:8][C@@H:9]([C:11]2[CH:16]=[CH:15][N:14]=[C:13]([NH2:17])[N:12]=2)[CH3:10])[CH:5]=[CH:4][CH:3]=1.[CH3:18][S-:19].[Na+], predict the reaction product. The product is: [CH3:18][S:19][C:5]1[C:6]([O:8][CH:9]([C:11]2[CH:16]=[CH:15][N:14]=[C:13]([NH2:17])[N:12]=2)[CH3:10])=[N:7][CH:2]=[CH:3][CH:4]=1. (4) The product is: [C:15]1([C:2]2[N:26]3[C:22]([S:23][CH:24]=[CH:25]3)=[N:21][C:3]=2[C:5]2[CH:14]=[CH:13][C:8]([C:9]([O:11][CH3:12])=[O:10])=[CH:7][CH:6]=2)[CH:20]=[CH:19][CH:18]=[CH:17][CH:16]=1. Given the reactants Br[CH:2]([C:15]1[CH:20]=[CH:19][CH:18]=[CH:17][CH:16]=1)[C:3]([C:5]1[CH:14]=[CH:13][C:8]([C:9]([O:11][CH3:12])=[O:10])=[CH:7][CH:6]=1)=O.[NH2:21][C:22]1[S:23][CH:24]=[CH:25][N:26]=1, predict the reaction product. (5) Given the reactants [Cl:1][C:2]1[CH:7]=[C:6]([N+:8]([O-])=O)[CH:5]=[C:4]([C:11]([F:14])([F:13])[F:12])[C:3]=1[O:15][C:16]1[CH:21]=[CH:20][C:19]([S:22]([CH3:25])(=[O:24])=[O:23])=[CH:18][CH:17]=1, predict the reaction product. The product is: [Cl:1][C:2]1[CH:7]=[C:6]([NH2:8])[CH:5]=[C:4]([C:11]([F:13])([F:14])[F:12])[C:3]=1[O:15][C:16]1[CH:17]=[CH:18][C:19]([S:22]([CH3:25])(=[O:23])=[O:24])=[CH:20][CH:21]=1. (6) Given the reactants COC(=O)[C:4]1[CH:9]=[C:8]([OH:10])[CH:7]=[C:6](F)[CH:5]=1.Br[C:14]1[CH:18]=[CH:17][O:16][N:15]=1.[NH2:19][NH2:20].C([C:23](CC)(CC)[C:24]([O-:27])([O-])[O-])C, predict the reaction product. The product is: [O:10]([C:14]1[CH2:18][CH2:17][O:16][N:15]=1)[C:8]1[CH:9]=[CH:4][CH:5]=[CH:6][CH:7]=1.[O:27]1[CH:24]=[CH:23][N:20]=[N:19]1.